Dataset: Reaction yield outcomes from USPTO patents with 853,638 reactions. Task: Predict the reaction yield, written as a fraction of the theoretical maximum amount of product (1.0 means a 100% yield; for example, 0.34 means a 34% yield). The reactants are [CH:1]1([N:4]2[C:13](=[O:14])[C:12]3[C:7](=[CH:8][CH:9]=[C:10]([N+:15]([O-])=O)[CH:11]=3)[N:6]([CH2:18][CH3:19])[C:5]2=[O:20])[CH2:3][CH2:2]1.[H][H]. The catalyst is C(OCC)(=O)C.[Pd]. The product is [NH2:15][C:10]1[CH:11]=[C:12]2[C:7](=[CH:8][CH:9]=1)[N:6]([CH2:18][CH3:19])[C:5](=[O:20])[N:4]([CH:1]1[CH2:2][CH2:3]1)[C:13]2=[O:14]. The yield is 0.770.